Dataset: Experimentally validated miRNA-target interactions with 360,000+ pairs, plus equal number of negative samples. Task: Binary Classification. Given a miRNA mature sequence and a target amino acid sequence, predict their likelihood of interaction. (1) The miRNA is mmu-miR-483-5p with sequence AAGACGGGAGAAGAGAAGGGAG. The protein sequence of the target gene is MVQAWYMDESTADPRKPHRAQPDRPVSLEQLRTLGVLYWKLDADKYENDPELEKIRKMRNYSWMDIITICKDTLPNYEEKIKMFFEEHLHLDEEIRYILEGSGYFDVRDKEDKWIRISMEKGDMITLPAGIYHRFTLDEKNYVKAMRLFVGEPVWTPYNRPADHFDARVQYMSFLEGTA. Result: 0 (no interaction). (2) The miRNA is hsa-miR-6786-3p with sequence UGACGCCCCUUCUGAUUCUGCCU. The protein sequence of the target gene is MSLFLRKRCLCLGFLLFHLLSQVSASLRCPSRCPPKCPSISPTCAPGVRSVLDGCSCCPVCARQRGESCSEMRPCDQSSGLYCDRSADPNNQTGICMVPEGDNCVFDGVIYRNGEKFEPNCQYFCTCRDGQIGCLPRCQLDVLLPGPDCPAPRKVAVPGECCEKWTCGSDEQGTQGTLGGLALPAYRPEATVGVEVSDSSINCIEQTTEWSACSKSCGMGVSTRVTNRNRQCEMVKQTRLCIVRPCEQEPEEVTDKKGKKCLRTKKSLKAIHLQFENCTSLYTYKPRFCGVCSDGRCCTP.... Result: 0 (no interaction). (3) The miRNA is hsa-miR-8056 with sequence CGUGGAUUGUCUGGAUGCAU. The protein sequence of the target gene is MQSLRPEQTRGLLEPERTKTLLPRESRAWEKPPHPACTKDWEAVEVGASSHDSDEKDLSSQETGLSQEWSSVEEDDESEGSQGFVEWSKAPQQTTIVLVVCVLFLFLVLTGMPMMFHI. Result: 0 (no interaction). (4) The miRNA is mmu-miR-449a-3p with sequence CAGCUAACAUGCGACUGCUCUC. The protein sequence of the target gene is MKMAAPTANKAASLGCNNKPAFPELDFRSGARVEELNKLIQEFTKHDQREYDDQRALEIHTAKDFIFSMLGMVQKLDQKLPVANEYLLLSGGVREGVVDLDLDELNVYARGTDYDMDFTLLVPALKLHDRNQPVTLDMRHSALCHSWLSLRLFDEGTISKWKDCCTIVDHINGATNYFFSPTKVADWFYDSISIVLSEIQKKPQRGMPKVEKVEKNGTIISIILGVGSSRMLYDIVPVVSFKGWPAVAQSWLMENHFWDGKITEEEVISGFYLVPACSYKGKKDNEWRLSFARSEVQLKK.... Result: 0 (no interaction). (5) The miRNA is mmu-miR-666-3p with sequence GGCUGCAGCGUGAUCGCCUGCU. The protein sequence of the target gene is MSRQLTHFPRGERLGFSGCSAVLSGGIGSSSASFRARVKGSASFGSKSLSCLGGSRSLALSAAARRGGGRLGGFVGTAFGSAGLGPKCPSVCPPGGIPQVTVNKSLLAPLNVEMDPEIQRVRAQEREQIKALNNKFASFIDKVRFLEQQNQVLETKWNLLQQLDLNNCRKNLEPIYEGYISNLQKQLEMLSGDGVRLDSELRNMQDLVEDYKKRYEVEINRRTAAENEFVVLKKDVDAAYMNKVELQAKVDSLTDEIKFFKCLYEGEITQIQSHISDTSIVLSMDNNRDLDLDSIIAEVR.... Result: 0 (no interaction).